This data is from Forward reaction prediction with 1.9M reactions from USPTO patents (1976-2016). The task is: Predict the product of the given reaction. (1) Given the reactants [H-].[Na+].[OH:3][C:4]1[CH:11]=[CH:10][C:7]([CH:8]=[O:9])=[CH:6][CH:5]=1.[CH2:12](Cl)[O:13][CH3:14], predict the reaction product. The product is: [CH3:12][O:13][CH2:14][O:3][C:4]1[CH:11]=[CH:10][C:7]([CH:8]=[O:9])=[CH:6][CH:5]=1. (2) Given the reactants [CH3:1][N:2]([CH3:32])[C:3]([C:5]1[N:26]([CH:27]2[CH2:31][CH2:30][CH2:29][CH2:28]2)[C:8]2[N:9]=[C:10]([NH:13][C:14]3[CH:19]=[CH:18][C:17]([N:20]4[CH2:25][CH2:24][NH:23][CH2:22][CH2:21]4)=[CH:16][N:15]=3)[N:11]=[CH:12][C:7]=2[CH:6]=1)=[O:4].[N:33]1([C:39](Br)=[O:40])[CH2:38][CH2:37][CH2:36][CH2:35][CH2:34]1, predict the reaction product. The product is: [CH3:1][N:2]([CH3:32])[C:3]([C:5]1[N:26]([CH:27]2[CH2:31][CH2:30][CH2:29][CH2:28]2)[C:8]2[N:9]=[C:10]([NH:13][C:14]3[CH:19]=[CH:18][C:17]([N:20]4[CH2:21][CH2:22][N:23]([C:39]([N:33]5[CH2:38][CH2:37][CH2:36][CH2:35][CH2:34]5)=[O:40])[CH2:24][CH2:25]4)=[CH:16][N:15]=3)[N:11]=[CH:12][C:7]=2[CH:6]=1)=[O:4]. (3) Given the reactants [O:1]1[CH2:6][CH2:5][CH:4]([C:7]([O-:9])=[O:8])[CH2:3][CH2:2]1.F[C:11](F)(F)[C:12]([OH:14])=[O:13].Cl[CH2:18]Cl, predict the reaction product. The product is: [CH3:18][O:8][C:7]([C:4]1([CH2:11][C:12]([OH:14])=[O:13])[CH2:5][CH2:6][O:1][CH2:2][CH2:3]1)=[O:9]. (4) Given the reactants [Cl:1][C:2]1[C:7]([O:8][CH3:9])=[CH:6][C:5]([O:10][CH3:11])=[CH:4][C:3]=1[C:12]1[C:23](=[O:24])[N:22]([CH2:25][CH2:26][N:27]2[CH2:31][C@@H:30]3[CH2:32][N:33](C(OC(C)(C)C)=O)[CH2:34][C@@H:29]3[CH2:28]2)[C:15]2[N:16]=[C:17]([NH:20][CH3:21])[N:18]=[CH:19][C:14]=2[CH:13]=1.Cl, predict the reaction product. The product is: [Cl:1][C:2]1[C:7]([O:8][CH3:9])=[CH:6][C:5]([O:10][CH3:11])=[CH:4][C:3]=1[C:12]1[C:23](=[O:24])[N:22]([CH2:25][CH2:26][N:27]2[CH2:31][C@@H:30]3[C@@H:29]([CH2:34][NH:33][CH2:32]3)[CH2:28]2)[C:15]2[N:16]=[C:17]([NH:20][CH3:21])[N:18]=[CH:19][C:14]=2[CH:13]=1.